From a dataset of Full USPTO retrosynthesis dataset with 1.9M reactions from patents (1976-2016). Predict the reactants needed to synthesize the given product. (1) Given the product [F:15][C:16]1[CH:17]=[C:18]([CH:19]=[CH:20][C:21]=1[N+:22]([O-:24])=[O:23])[O:25][CH:2]([C:9]1[CH:14]=[CH:13][CH:12]=[CH:11][CH:10]=1)[C:3]1[CH:8]=[CH:7][CH:6]=[CH:5][CH:4]=1, predict the reactants needed to synthesize it. The reactants are: Br[CH:2]([C:9]1[CH:14]=[CH:13][CH:12]=[CH:11][CH:10]=1)[C:3]1[CH:8]=[CH:7][CH:6]=[CH:5][CH:4]=1.[F:15][C:16]1[CH:17]=[C:18]([OH:25])[CH:19]=[CH:20][C:21]=1[N+:22]([O-:24])=[O:23].C([O-])([O-])=O.[K+].[K+]. (2) Given the product [C:27]([NH:31][S:32]([C:35]1[CH:36]=[CH:37][CH:38]=[C:39]([C:2]2[CH:7]=[C:6]([C:8]3[N:13]=[C:12]([CH:14]([F:16])[F:15])[CH:11]=[C:10]([C:17]4[CH:18]=[N:19][C:20]([C:23]([F:26])([F:25])[F:24])=[CH:21][CH:22]=4)[N:9]=3)[CH:5]=[CH:4][N:3]=2)[CH:40]=1)(=[O:34])=[O:33])([CH3:30])([CH3:28])[CH3:29], predict the reactants needed to synthesize it. The reactants are: Cl[C:2]1[CH:7]=[C:6]([C:8]2[N:13]=[C:12]([CH:14]([F:16])[F:15])[CH:11]=[C:10]([C:17]3[CH:18]=[N:19][C:20]([C:23]([F:26])([F:25])[F:24])=[CH:21][CH:22]=3)[N:9]=2)[CH:5]=[CH:4][N:3]=1.[C:27]([NH:31][S:32]([C:35]1[CH:36]=[C:37](B(O)O)[CH:38]=[CH:39][CH:40]=1)(=[O:34])=[O:33])([CH3:30])([CH3:29])[CH3:28]. (3) Given the product [CH2:26]([N:23]1[CH2:24][CH2:25][CH:20]([NH:19][CH2:18][CH:2]([OH:1])[CH2:3][O:4][C:5]2[C:17]3[C:16]4[C:11](=[CH:12][CH:13]=[CH:14][CH:15]=4)[NH:10][C:9]=3[CH:8]=[CH:7][CH:6]=2)[CH2:21][CH2:22]1)[C:27]1[CH:28]=[CH:29][CH:30]=[CH:31][CH:32]=1, predict the reactants needed to synthesize it. The reactants are: [O:1]1[CH2:18][CH:2]1[CH2:3][O:4][C:5]1[C:17]2[C:16]3[C:11](=[CH:12][CH:13]=[CH:14][CH:15]=3)[NH:10][C:9]=2[CH:8]=[CH:7][CH:6]=1.[NH2:19][CH:20]1[CH2:25][CH2:24][N:23]([CH2:26][C:27]2[CH:32]=[CH:31][CH:30]=[CH:29][CH:28]=2)[CH2:22][CH2:21]1.[NH4+].[Cl-].